From a dataset of Experimental lipophilicity measurements (octanol/water distribution) for 4,200 compounds from AstraZeneca. Regression/Classification. Given a drug SMILES string, predict its absorption, distribution, metabolism, or excretion properties. Task type varies by dataset: regression for continuous measurements (e.g., permeability, clearance, half-life) or binary classification for categorical outcomes (e.g., BBB penetration, CYP inhibition). For this dataset (lipophilicity_astrazeneca), we predict Y. (1) The Y is 2.84 logD. The molecule is O=C(O)CC[C@@H]1c2ccccc2C[C@H]1NC(=O)c1cc2sc(Cl)c(Cl)c2[nH]1. (2) The drug is CCN(C(=O)Cc1ccc(S(C)(=O)=O)cc1)C1CCN(CC[C@H](c2ccc(S(C)(=O)=O)cc2)c2cccc(Cl)c2)CC1. The Y is 2.37 logD. (3) The molecule is CCN(CC)C(=O)c1ccc(C(=C2CCN(Cc3ccc(F)cc3)CC2)c2cccnc2)cc1. The Y is 3.65 logD. (4) The drug is C[C@H](Oc1ccc(Cl)cc1CN1CCN(C(=O)Cc2ccc(Cl)cc2)[C@@H](C)C1)C(=O)O. The Y is 1.66 logD. (5) The molecule is O=c1c2cnn(-c3ccccc3)c2nc(-c2ccco2)n1-c1ccccc1. The Y is 3.29 logD. (6) The drug is COc1cc2ncc(C(N)=O)c(Nc3ccc(F)cc3)c2cc1OC. The Y is 2.82 logD. (7) The compound is Nc1nc2ccccc2s1. The Y is 2.00 logD.